Dataset: Catalyst prediction with 721,799 reactions and 888 catalyst types from USPTO. Task: Predict which catalyst facilitates the given reaction. Reactant: [F:1][C:2]1[CH:10]=[CH:9][C:5]([C:6]([OH:8])=O)=[CH:4][C:3]=1[N+:11]([O-:13])=[O:12].[NH2:14][C:15]1[CH:20]=[C:19]([Cl:21])[CH:18]=[CH:17][C:16]=1O.CCN=C=NCCCN(C)C.CS(O)(=O)=O. Product: [Cl:21][C:19]1[CH:18]=[CH:17][C:16]2[O:8][C:6]([C:5]3[CH:9]=[CH:10][C:2]([F:1])=[C:3]([N+:11]([O-:13])=[O:12])[CH:4]=3)=[N:14][C:15]=2[CH:20]=1. The catalyst class is: 408.